This data is from Full USPTO retrosynthesis dataset with 1.9M reactions from patents (1976-2016). The task is: Predict the reactants needed to synthesize the given product. (1) Given the product [F:19][C:20]1[C:21]([CH2:22][O:12][CH2:1][CH2:2][CH2:3][CH2:4][CH2:5][CH2:6][CH2:7][CH2:8][CH2:9][CH:10]=[CH2:11])=[C:24]([F:31])[C:25]([F:30])=[C:26]([F:29])[C:27]=1[F:28], predict the reactants needed to synthesize it. The reactants are: [CH2:1]([OH:12])[CH2:2][CH2:3][CH2:4][CH2:5][CH2:6][CH2:7][CH2:8][CH2:9][CH:10]=[CH2:11].CC(C)([O-])C.[K+].[F:19][C:20]1[C:27]([F:28])=[C:26]([F:29])[C:25]([F:30])=[C:24]([F:31])[C:21]=1[CH2:22]Br. (2) The reactants are: C[O:2][C:3]1[CH:4]=[C:5]([N:9]2[C:13]([C:14]3[CH:24]=[CH:23][C:17]4[O:18][CH2:19][C:20](=[O:22])[NH:21][C:16]=4[CH:15]=3)=[CH:12][C:11]([C:25]([F:28])([F:27])[F:26])=[N:10]2)[CH:6]=[CH:7][CH:8]=1.B(Br)(Br)Br.CO. Given the product [OH:2][C:3]1[CH:4]=[C:5]([N:9]2[C:13]([C:14]3[CH:24]=[CH:23][C:17]4[O:18][CH2:19][C:20](=[O:22])[NH:21][C:16]=4[CH:15]=3)=[CH:12][C:11]([C:25]([F:28])([F:27])[F:26])=[N:10]2)[CH:6]=[CH:7][CH:8]=1, predict the reactants needed to synthesize it.